Dataset: Experimentally validated miRNA-target interactions with 360,000+ pairs, plus equal number of negative samples. Task: Binary Classification. Given a miRNA mature sequence and a target amino acid sequence, predict their likelihood of interaction. (1) The miRNA is hsa-miR-6854-5p with sequence AAGCUCAGGUUUGAGAACUGCUGA. The protein sequence of the target gene is MDSPSLRELQQPLLEGTECETPAQKPGRHELGSPLREIAFAESLRGLQFLSPPLPSVSAGLGEPRPPDVEDMSSSDSDSDWDGGSRLSPFLPHDHLGLAVFSMLCCFWPVGIAAFCLAQKTNKAWAKGDIQGAGAASRRAFLLGVLAVGLGVCTYAAALVTLAAYLASRDPP. Result: 0 (no interaction). (2) Result: 1 (interaction). The protein sequence of the target gene is MAFLRSMWGVLSALGRSGAELCTGCGSRLRSPFSFVYLPRWFSSVLASCPKKPVSSYLRFSKEQLPIFKAQNPDAKTTELIRRIAQRWRELPDSKKKIYQDAYRAEWQVYKEEISRFKEQLTPSQIMSLEKEIMDKHLKRKAMTKKKELTLLGKPKRPRSAYNVYVAERFQEAKGDSPQEKLKTVKENWKNLSDSEKELYIQHAKEDETRYHNEMKSWEEQMIEVGRKDLLRRTIKKQRKYGAEEC. The miRNA is hsa-miR-15a-3p with sequence CAGGCCAUAUUGUGCUGCCUCA. (3) The miRNA is hsa-miR-27a-3p with sequence UUCACAGUGGCUAAGUUCCGC. The protein sequence of the target gene is MARAGPAWLLLAIWVVLPSWLSSAKVSSLIERISDPKDLKKLLRTRNNVLVLYSKSEVAAENHLRLLSTVAQAVKGQGTICWVDCGDAESRKLCKKMKVDLSPKDKKVELFHYQDGAFHTEYNRAVTFKSIVAFLKDPKGPPLWEEDPGAKDVVHLDSEKDFRRLLKKEEKPLLIMFYAPWCSMCKRMMPHFQKAATQLRGHAVLAGMNVYSSEFENIKEEYSVRGFPTICYFEKGRFLFQYDNYGSTAEDIVEWLKNPQPPQPQVPETPWADEGGSVYHLTDEDFDQFVKEHSSVLVMF.... Result: 1 (interaction). (4) The miRNA is hsa-miR-3162-5p with sequence UUAGGGAGUAGAAGGGUGGGGAG. The protein sequence of the target gene is MSGTRASNDRPPGAGGVKRGRLQQEAAATGSRVTVVLGAQWGDEGKGKVVDLLATDADIISRCQGGNNAGHTVVVDGKEYDFHLLPSGIINTKAVSFIGNGVVIHLPGLFEEAEKNEKKGLKDWEKRLIISDRAHLVFDFHQAVDGLQEVQRQAQEGKNIGTTKKGIGPTYSSKAARTGLRICDLLSDFDEFSSRFKNLAHQHQSMFPTLEIDIEGQLKRLKGFAERIRPMVRDGVYFMYEALHGPPKKILVEGANAALLDIDFGTYPFVTSSNCTVGGVCTGLGIPPQNIGDVYGVVKA.... Result: 0 (no interaction). (5) The miRNA is mmu-miR-7b-5p with sequence UGGAAGACUUGUGAUUUUGUUGUU. The protein sequence of the target gene is MAEVPPGPSSLLPPPAPAAPAAAELRCPFPAGAALACCSEDEEDDEEHEGGCGSPAGGEAATSAKARSCLRCPQLPPEQQQQQLNGLIGPELRHLRAAATLKSKVLSAAEAAAPDGASKVTATKGAEGHPGERPPHSVPNNARTALPGRSEAAAAAAGAASDPAAARNGLVEGTEQQEEEEMDEQVRLLSSSLTTGCSLRSSQGREAEPGEDRTIRYVRYESELQMPDIMRLITKDLSEPYSIYTYRYFIHNWPQLCFLAMVGEECVGAIVCKLDMHKKMFRRGYIAMLAVDSKYRRNGI.... Result: 1 (interaction). (6) The miRNA is hsa-miR-506-3p with sequence UAAGGCACCCUUCUGAGUAGA. The protein sequence of the target gene is MATKIDKEACRAAYNLVRDDGSAVIWVTFKYDGSTIVPGEQGAEYQHFIQQCTDDVRLFAFVRFTTGDAMSKRSKFALITWIGENVSGLQRAKTGTDKTLVKEVVQNFAKEFVISDRKELEEDFIKSELKKAGGANYDAQTE. Result: 1 (interaction). (7) The miRNA is hsa-miR-3922-3p with sequence UCUGGCCUUGACUUGACUCUUU. The protein sequence of the target gene is MVRPLNPRPLPPVVLMLLLLLPPSPLPLAAGDPLPTESRLMNSCLQARRKCQADPTCSAAYHHLDSCTSSISTPLPSEEPSVPADCLEAAQQLRNSSLIGCMCHRRMKNQVACLDIYWTVHRARSLGNYELDVSPYEDTVTSKPWKMNLSKLNMLKPDSDLCLKFAMLCTLNDKCDRLRKAYGEACSGPHCQRHVCLRQLLTFFEKAAEPHAQGLLLCPCAPNDRGCGERRRNTIAPNCALPPVAPNCLELRRLCFSDPLCRSRLVDFQTHCHPMDILGTCATEQSRCLRAYLGLIGTAM.... Result: 0 (no interaction).